From a dataset of hERG Central: cardiac toxicity at 1µM, 10µM, and general inhibition. Predict hERG channel inhibition at various concentrations. (1) The compound is O=C(Cc1ccc(S(=O)(=O)N2CCCC2)s1)N1CCN(c2ccc(F)cc2)CC1. Results: hERG_inhib (hERG inhibition (general)): blocker. (2) The drug is O=C(/C=C/c1ccc2c(c1)OCO2)Nc1cccnc1. Results: hERG_inhib (hERG inhibition (general)): blocker. (3) The drug is C(#Cc1ccccc1)C[N+]1(CC#Cc2ccccc2)CCCCC1.[Br-]. Results: hERG_inhib (hERG inhibition (general)): blocker.